From a dataset of Aqueous solubility values for 9,982 compounds from the AqSolDB database. Regression/Classification. Given a drug SMILES string, predict its absorption, distribution, metabolism, or excretion properties. Task type varies by dataset: regression for continuous measurements (e.g., permeability, clearance, half-life) or binary classification for categorical outcomes (e.g., BBB penetration, CYP inhibition). For this dataset (solubility_aqsoldb), we predict Y. (1) The drug is CC(Oc1cc(Cl)c(Cl)cc1Cl)C(=O)O. The Y is -3.55 log mol/L. (2) The molecule is O=P([O-])([O-])OP(=O)([O-])OP(=O)([O-])[O-].[Na+].[Na+].[Na+].[Na+].[Na+]. The Y is -0.395 log mol/L. (3) The molecule is O.O.O.O.[Na+].[Na+].[O-]B([O-])[O-].[O-]B([O-])[O-].[O-]B([O-])[O-].[O-]B([O-])[O-].[O-]B([O-])[O-].[O-]B([O-])[O-].[O-]B([O-])[O-].[O-]B([O-])[O-]. The Y is -0.420 log mol/L. (4) The Y is -2.68 log mol/L. The molecule is CC12CCC3(O)C(CCC4=CC(=O)CCC43C)C1CCC2=O. (5) The compound is Clc1ccc(-c2c(Cl)ccc(Cl)c2Cl)c(Cl)c1Cl. The Y is -7.65 log mol/L.